Task: Predict the reaction yield, written as a fraction of the theoretical maximum amount of product (1.0 means a 100% yield; for example, 0.34 means a 34% yield).. Dataset: Reaction yield outcomes from USPTO patents with 853,638 reactions (1) The reactants are [F:1][C:2]1[CH:7]=[C:6]([CH3:8])[CH:5]=[C:4]([F:9])[C:3]=1[F:10].[N+:11]([O-])([OH:13])=[O:12]. The catalyst is OS(O)(=O)=O. The product is [F:1][C:2]1[CH:7]=[C:6]([CH3:8])[C:5]([N+:11]([O-:13])=[O:12])=[C:4]([F:9])[C:3]=1[F:10]. The yield is 0.850. (2) The reactants are [Cl:1][C:2]1[CH:7]=[CH:6][C:5]([C:8]2([OH:16])[CH2:13][CH2:12][NH:11][CH2:10][C:9]2([CH3:15])[CH3:14])=[CH:4][CH:3]=1.Br[CH2:18][CH2:19][C:20]([OH:22])=[O:21].C(N(CC)CC)C. The catalyst is C1COCC1. The product is [Cl:1][C:2]1[CH:7]=[CH:6][C:5]([C:8]2([OH:16])[CH2:13][CH2:12][NH:11][CH2:10][C:9]2([CH3:14])[CH3:15])=[CH:4][CH:3]=1.[C:20]([OH:22])(=[O:21])[CH2:19][CH3:18]. The yield is 0.360. (3) The reactants are [Br:1][C:2]1[C:3]([OH:12])=[C:4]([O:10][CH3:11])[CH:5]=[C:6]([CH:9]=1)[CH:7]=[O:8].[C:13](=O)([O-])[O-].[K+].[K+].COS(OC)(=O)=O. The catalyst is CC(C)=O.C(OCC)(=O)C. The product is [Br:1][C:2]1[CH:9]=[C:6]([CH:5]=[C:4]([O:10][CH3:11])[C:3]=1[O:12][CH3:13])[CH:7]=[O:8]. The yield is 0.890. (4) The reactants are [F:1][C:2]1[CH:31]=[C:30]([NH:32][S:33]([C:36]2[CH:41]=[CH:40][C:39]([CH:42]=O)=[CH:38][CH:37]=2)(=[O:35])=[O:34])[CH:29]=[C:28]([F:44])[C:3]=1[C:4]([NH:6][C@H:7]([C:24]([O:26][CH3:27])=[O:25])[CH2:8][C:9]1[CH:14]=[CH:13][C:12]([N:15]2[C:20](=[O:21])[CH:19]=[CH:18][N:17]([CH3:22])[C:16]2=[O:23])=[CH:11][CH:10]=1)=[O:5].C(O)C.C(O)(=O)C.[CH3:52][NH2:53]. The catalyst is O. The product is [F:1][C:2]1[CH:31]=[C:30]([NH:32][S:33]([C:36]2[CH:37]=[CH:38][C:39]([CH2:42][NH:53][CH3:52])=[CH:40][CH:41]=2)(=[O:34])=[O:35])[CH:29]=[C:28]([F:44])[C:3]=1[C:4]([NH:6][C@H:7]([C:24]([O:26][CH3:27])=[O:25])[CH2:8][C:9]1[CH:10]=[CH:11][C:12]([N:15]2[C:20](=[O:21])[CH:19]=[CH:18][N:17]([CH3:22])[C:16]2=[O:23])=[CH:13][CH:14]=1)=[O:5]. The yield is 0.270. (5) The reactants are Br[C:2]1[CH:3]=[C:4]2[CH2:10][C@:9]3([CH:15]4[CH2:16][CH2:17][N:12]([CH2:13][CH2:14]4)[CH2:11]3)[O:8][C:5]2=[N:6][CH:7]=1.[CH:18]([C:20]1[CH:25]=[CH:24][CH:23]=[CH:22][N:21]=1)=[CH2:19]. No catalyst specified. The product is [N:21]1[CH:22]=[CH:23][CH:24]=[CH:25][C:20]=1[CH:18]=[CH:19][C:2]1[CH:3]=[C:4]2[CH2:10][C@:9]3([CH:15]4[CH2:16][CH2:17][N:12]([CH2:13][CH2:14]4)[CH2:11]3)[O:8][C:5]2=[N:6][CH:7]=1. The yield is 0.230. (6) The reactants are Cl.[CH:2]1([NH:5][C:6]([NH:8][C:9]2[CH:14]=[CH:13][C:12]([C:15]3[N:16]=[C:17]([N:24]4[CH2:29][CH2:28][O:27][CH2:26][C@@H:25]4[CH3:30])[C:18]4[CH2:23][NH:22][CH2:21][C:19]=4[N:20]=3)=[C:11]([F:31])[CH:10]=2)=[O:7])[CH2:4][CH2:3]1.CCN(CC)CC.[CH3:39][N:40]([CH3:44])[C:41](Cl)=[O:42]. The catalyst is CN(C=O)C. The product is [CH:2]1([NH:5][C:6](=[O:7])[NH:8][C:9]2[CH:14]=[CH:13][C:12]([C:15]3[N:16]=[C:17]([N:24]4[CH2:29][CH2:28][O:27][CH2:26][C@@H:25]4[CH3:30])[C:18]4[CH2:23][N:22]([C:41]([N:40]([CH3:44])[CH3:39])=[O:42])[CH2:21][C:19]=4[N:20]=3)=[C:11]([F:31])[CH:10]=2)[CH2:3][CH2:4]1. The yield is 0.560. (7) The reactants are [Cl:1][C:2]1[C:3]([O:12][C:13]2[CH:18]=[C:17]([O:19][CH2:20][CH2:21][O:22][CH3:23])[CH:16]=[CH:15][C:14]=2[CH2:24][OH:25])=[N:4][CH:5]=[C:6]([C:8]([F:11])([F:10])[F:9])[CH:7]=1.Cl[S:27]([N:30]=[C:31]=[O:32])(=[O:29])=[O:28].[CH2:33]([O:35][CH2:36][CH2:37][NH2:38])[CH3:34].Cl. The catalyst is ClCCl.C(OCC)(=O)C.N1C=CC=CC=1. The product is [CH2:33]([O:35][CH2:36][CH2:37][NH:38][S:27]([NH:30][C:31](=[O:32])[O:25][CH2:24][C:14]1[CH:15]=[CH:16][C:17]([O:19][CH2:20][CH2:21][O:22][CH3:23])=[CH:18][C:13]=1[O:12][C:3]1[C:2]([Cl:1])=[CH:7][C:6]([C:8]([F:9])([F:11])[F:10])=[CH:5][N:4]=1)(=[O:29])=[O:28])[CH3:34]. The yield is 0.440. (8) The catalyst is C1COCC1. The yield is 0.620. The product is [O:19]1[C:23]2[CH:24]=[CH:25][C:26]([CH2:28][NH:29][CH2:30][C@@H:31]3[C@@H:39]([C@@:40]4([CH3:63])[CH2:45][CH2:44][C@H:43]([OH:46])[CH2:42][C@@H:41]4[CH2:54][OH:55])[CH2:38][CH2:37][C@@:36]4([CH3:64])[C@H:32]3[CH2:33][CH2:34][C:35]4=[CH2:65])=[CH:27][C:22]=2[O:21][CH2:20]1. The reactants are CCCC[N+](CCCC)(CCCC)CCCC.[F-].[O:19]1[C:23]2[CH:24]=[CH:25][C:26]([CH2:28][NH:29][CH2:30][C@@H:31]3[C@@H:39]([C@@:40]4([CH3:63])[CH2:45][CH2:44][C@H:43]([O:46][Si](C(C)(C)C)(C)C)[CH2:42][C@@H:41]4[CH2:54][O:55][Si](C(C)(C)C)(C)C)[CH2:38][CH2:37][C@@:36]4([CH3:64])[C@H:32]3[CH2:33][CH2:34][C:35]4=[CH2:65])=[CH:27][C:22]=2[O:21][CH2:20]1. (9) The reactants are [F:1][CH:2]([F:15])[O:3][C:4]1[N:9]=[C:8]([C:10]([CH3:14])([CH3:13])[C:11]#[N:12])[CH:7]=[CH:6][CH:5]=1.C(=O)([O-])[O-:17].[K+].[K+].OO. The catalyst is CS(C)=O. The product is [F:15][CH:2]([F:1])[O:3][C:4]1[N:9]=[C:8]([C:10]([CH3:13])([CH3:14])[C:11]([NH2:12])=[O:17])[CH:7]=[CH:6][CH:5]=1. The yield is 0.970.